This data is from Full USPTO retrosynthesis dataset with 1.9M reactions from patents (1976-2016). The task is: Predict the reactants needed to synthesize the given product. Given the product [CH3:1][C:2]1([CH3:28])[CH2:7][C:6](=[O:8])[N:5]([CH2:9][CH2:10][C:11]2[CH:12]=[CH:13][C:14]([O:17][C:18]([N:20]3[CH2:21][CH2:22][CH:23]([O:26][C:37]4[CH:38]=[CH:39][C:34]([C:33]([O:32][CH2:29][CH:30]=[CH2:31])=[O:41])=[CH:35][CH:36]=4)[CH2:24][CH2:25]3)=[O:19])=[CH:15][CH:16]=2)[C:4](=[O:27])[CH2:3]1, predict the reactants needed to synthesize it. The reactants are: [CH3:1][C:2]1([CH3:28])[CH2:7][C:6](=[O:8])[N:5]([CH2:9][CH2:10][C:11]2[CH:16]=[CH:15][C:14]([O:17][C:18]([N:20]3[CH2:25][CH2:24][CH:23]([OH:26])[CH2:22][CH2:21]3)=[O:19])=[CH:13][CH:12]=2)[C:4](=[O:27])[CH2:3]1.[CH2:29]([O:32][C:33](=[O:41])[C:34]1[CH:39]=[CH:38][C:37](O)=[CH:36][CH:35]=1)[CH:30]=[CH2:31].C1(P(C2C=CC=CC=2)C2C=CC=CC=2)C=CC=CC=1.CCOC(/N=N/C(OCC)=O)=O.C(P(CCCC)CCCC)CCC.C1CCN(C(N=NC(N2CCCCC2)=O)=O)CC1.